Task: Predict which catalyst facilitates the given reaction.. Dataset: Catalyst prediction with 721,799 reactions and 888 catalyst types from USPTO (1) The catalyst class is: 58. Product: [Cl:27][C:28]1[C:29]([C:35]([NH2:37])=[O:36])=[N:30][CH:31]=[CH:32][C:33]=1[O:1][C:2]1[CH:7]=[CH:6][C:5]([NH:8][C:9]([C:11]2[C:12](=[O:24])[N:13]([C:18]3[CH:19]=[CH:20][CH:21]=[CH:22][CH:23]=3)[N:14]([CH3:17])[C:15]=2[CH3:16])=[O:10])=[CH:4][CH:3]=1. Reactant: [OH:1][C:2]1[CH:7]=[CH:6][C:5]([NH:8][C:9]([C:11]2[C:12](=[O:24])[N:13]([C:18]3[CH:23]=[CH:22][CH:21]=[CH:20][CH:19]=3)[N:14]([CH3:17])[C:15]=2[CH3:16])=[O:10])=[CH:4][CH:3]=1.[H-].[Na+].[Cl:27][C:28]1[C:29]([C:35]([NH2:37])=[O:36])=[N:30][CH:31]=[CH:32][C:33]=1Cl. (2) Reactant: [C:1]([C:3]1[CH:8]=[CH:7][C:6]([S:9]([N:12]([CH2:27][C:28]2[CH:33]=[CH:32][C:31]([O:34][C:35]([F:38])([F:37])[F:36])=[CH:30][CH:29]=2)[C:13]2[N:14]=[CH:15][C:16]3[C:21]([C:22]=2[C:23]([F:26])([F:25])[F:24])=[CH:20][CH:19]=[CH:18][CH:17]=3)(=[O:11])=[O:10])=[CH:5][CH:4]=1)#[N:2].C(N(CC)CC)C.Cl.[OH:47][NH2:48]. Product: [OH:47][N:48]=[C:1]([C:3]1[CH:8]=[CH:7][C:6]([S:9]([N:12]([CH2:27][C:28]2[CH:29]=[CH:30][C:31]([O:34][C:35]([F:38])([F:36])[F:37])=[CH:32][CH:33]=2)[C:13]2[N:14]=[CH:15][C:16]3[C:21]([C:22]=2[C:23]([F:26])([F:25])[F:24])=[CH:20][CH:19]=[CH:18][CH:17]=3)(=[O:11])=[O:10])=[CH:5][CH:4]=1)[NH2:2]. The catalyst class is: 8. (3) Reactant: [F:1][C:2]1[CH:3]=[N:4][CH:5]=[CH:6][C:7]=1[C:8]1[C:9]([C:16]2[CH:17]=[N:18][CH:19]=[CH:20][CH:21]=2)=[N:10][C:11]([NH2:15])=[C:12]([NH2:14])[CH:13]=1.[Cl:22][C:23]1[CH:28]=[CH:27][C:26]([N:29]=[C:30]=S)=[CH:25][CH:24]=1.C(N=C=NC(C)C)(C)C. Product: [Cl:22][C:23]1[CH:28]=[CH:27][C:26]([NH:29][C:30]2[NH:15][C:11]3=[N:10][C:9]([C:16]4[CH:17]=[N:18][CH:19]=[CH:20][CH:21]=4)=[C:8]([C:7]4[CH:6]=[CH:5][N:4]=[CH:3][C:2]=4[F:1])[CH:13]=[C:12]3[N:14]=2)=[CH:25][CH:24]=1. The catalyst class is: 8. (4) Reactant: C[O:2][C:3](=[O:29])[CH2:4][C:5]1[C:9]2[C:10]([Cl:28])=[CH:11][C:12]([O:15][CH2:16][C:17]3[C:18]([CH3:27])=[N:19][C:20]([C:23]([F:26])([F:25])[F:24])=[CH:21][CH:22]=3)=[C:13]([Cl:14])[C:8]=2[S:7][CH:6]=1.C1COCC1.[OH-].[Na+].Cl. Product: [Cl:28][C:10]1[C:9]2[C:5]([CH2:4][C:3]([OH:29])=[O:2])=[CH:6][S:7][C:8]=2[C:13]([Cl:14])=[C:12]([O:15][CH2:16][C:17]2[C:18]([CH3:27])=[N:19][C:20]([C:23]([F:24])([F:26])[F:25])=[CH:21][CH:22]=2)[CH:11]=1. The catalyst class is: 5. (5) Reactant: C(OC([N:11]1[CH2:22][CH2:21][N:20]([CH2:23][C:24]([O:26][C:27]([CH3:30])([CH3:29])[CH3:28])=[O:25])[CH2:19][CH2:18][N:17](C(OCC2C=CC=CC=2)=O)[CH2:16][CH2:15][N:14]([CH2:41][C:42]([O:44][C:45]([CH3:48])([CH3:47])[CH3:46])=[O:43])[CH2:13][CH2:12]1)=O)C1C=CC=CC=1. Product: [C:24]([CH2:23][N:20]1[CH2:21][CH2:22][NH:11][CH2:12][CH2:13][N:14]([CH2:41][C:42]([O:44][C:45]([CH3:48])([CH3:47])[CH3:46])=[O:43])[CH2:15][CH2:16][NH:17][CH2:18][CH2:19]1)([O:26][C:27]([CH3:28])([CH3:30])[CH3:29])=[O:25]. The catalyst class is: 29. (6) Reactant: Br[C:2]1[CH:7]=[CH:6][C:5]([N:8]2[C:16](=[O:17])[C:15]3[C:10](=[CH:11][CH:12]=[CH:13][CH:14]=3)[C:9]2=[O:18])=[C:4]([N+:19]([O-:21])=[O:20])[CH:3]=1.[N:22]1([C:28]([O:30][C:31]([CH3:34])([CH3:33])[CH3:32])=[O:29])[CH2:27][CH2:26][NH:25][CH2:24][CH2:23]1.CC1(C)C2C(=C(P(C3C=CC=CC=3)C3C=CC=CC=3)C=CC=2)OC2C(P(C3C=CC=CC=3)C3C=CC=CC=3)=CC=CC1=2.C([O-])([O-])=O.[Cs+].[Cs+]. The catalyst class is: 110. Product: [O:18]=[C:9]1[C:10]2[C:15](=[CH:14][CH:13]=[CH:12][CH:11]=2)[C:16](=[O:17])[N:8]1[C:5]1[CH:6]=[CH:7][C:2]([N:25]2[CH2:24][CH2:23][N:22]([C:28]([O:30][C:31]([CH3:34])([CH3:33])[CH3:32])=[O:29])[CH2:27][CH2:26]2)=[CH:3][C:4]=1[N+:19]([O-:21])=[O:20]. (7) Reactant: C(NC(C)C)(C)C.C([Li])CCC.CCCCCC.[CH2:19]([O:23][C:24]1[N:29]=[CH:28][CH:27]=[CH:26][N:25]=1)[CH2:20][C:21]#[CH:22].Cl[Si:31]([CH3:34])([CH3:33])[CH3:32]. Product: [CH3:32][Si:31]([CH3:34])([CH3:33])[C:22]#[C:21][CH2:20][CH2:19][O:23][C:24]1[N:25]=[CH:26][CH:27]=[CH:28][N:29]=1. The catalyst class is: 30. (8) Reactant: [CH3:1][O:2][C:3](=[O:38])[CH:4]([N:16]1[CH2:21][CH2:20][N:19]([S:22]([C:25]2[CH:30]=[CH:29][CH:28]=[CH:27][C:26]=2[N+:31]([O-:33])=[O:32])(=[O:24])=[O:23])[CH:18]([CH2:34][O:35][CH3:36])[C:17]1=O)[CH2:5][C:6]1[CH:15]=[CH:14][C:13]2[C:8](=[CH:9][CH:10]=[CH:11][CH:12]=2)[CH:7]=1.CO. Product: [CH3:1][O:2][C:3](=[O:38])[CH:4]([N:16]1[CH2:21][CH2:20][N:19]([S:22]([C:25]2[CH:30]=[CH:29][CH:28]=[CH:27][C:26]=2[N+:31]([O-:33])=[O:32])(=[O:23])=[O:24])[CH:18]([CH2:34][O:35][CH3:36])[CH2:17]1)[CH2:5][C:6]1[CH:15]=[CH:14][C:13]2[C:8](=[CH:9][CH:10]=[CH:11][CH:12]=2)[CH:7]=1. The catalyst class is: 1. (9) Product: [Cl:1][C:2]1[CH:3]=[C:4]2[C:8](=[CH:9][CH:10]=1)[NH:7][C:6]([C:20]([NH2:49])=[O:22])=[C:5]2[S:25]([N:28]1[CH2:33][CH2:32][O:31][C@H:30]([CH2:34][O:35][C:36]2[CH:37]=[CH:38][C:39]([C:42]3[CH:47]=[CH:46][CH:45]=[CH:44][C:43]=3[Cl:48])=[CH:40][CH:41]=2)[CH2:29]1)(=[O:26])=[O:27]. The catalyst class is: 32. Reactant: [Cl:1][C:2]1[CH:3]=[C:4]2[C:8](=[CH:9][CH:10]=1)[N:7](S(C1C=CC=CC=1)(=O)=O)[C:6]([C:20]([O:22]CC)=O)=[C:5]2[S:25]([N:28]1[CH2:33][CH2:32][O:31][C@H:30]([CH2:34][O:35][C:36]2[CH:41]=[CH:40][C:39]([C:42]3[CH:47]=[CH:46][CH:45]=[CH:44][C:43]=3[Cl:48])=[CH:38][CH:37]=2)[CH2:29]1)(=[O:27])=[O:26].[NH3:49]. (10) Reactant: [N:1]1[C:9]([NH:10][C@H:11]([C:13]2[N:17]([CH:18]3[CH2:23][CH2:22][N:21](C(OC(C)(C)C)=O)[CH2:20][CH2:19]3)[C:16]3[CH:31]=[CH:32][CH:33]=[CH:34][C:15]=3[N:14]=2)[CH3:12])=[C:8]2[C:4]([NH:5][CH:6]=[N:7]2)=[N:3][CH:2]=1.C(O)(C(F)(F)F)=O. Product: [NH:21]1[CH2:22][CH2:23][CH:18]([N:17]2[C:16]3[CH:31]=[CH:32][CH:33]=[CH:34][C:15]=3[N:14]=[C:13]2[C@@H:11]([NH:10][C:9]2[N:1]=[CH:2][N:3]=[C:4]3[C:8]=2[N:7]=[CH:6][NH:5]3)[CH3:12])[CH2:19][CH2:20]1. The catalyst class is: 2.